Dataset: NCI-60 drug combinations with 297,098 pairs across 59 cell lines. Task: Regression. Given two drug SMILES strings and cell line genomic features, predict the synergy score measuring deviation from expected non-interaction effect. Drug 1: CC1=C(C=C(C=C1)NC2=NC=CC(=N2)N(C)C3=CC4=NN(C(=C4C=C3)C)C)S(=O)(=O)N.Cl. Drug 2: C1C(C(OC1N2C=NC3=C2NC=NCC3O)CO)O. Cell line: MDA-MB-231. Synergy scores: CSS=9.82, Synergy_ZIP=-1.08, Synergy_Bliss=2.56, Synergy_Loewe=3.74, Synergy_HSA=4.25.